From a dataset of Forward reaction prediction with 1.9M reactions from USPTO patents (1976-2016). Predict the product of the given reaction. (1) Given the reactants C(O)(C(F)(F)F)=O.[Cl:8][C:9]1[C:14]([NH:15][C:16]2[N:21]=[C:20]([N:22]([CH:32]3[CH2:34][CH2:33]3)CC3C=CC(OC)=CC=3)[C:19]3=[N:35][CH:36]=[C:37]([C:38]#[N:39])[N:18]3[N:17]=2)=[CH:13][C:12]([C:40]#[N:41])=[CH:11][C:10]=1[N:42]1[CH2:47][CH2:46][C@@H:45]([NH:48]C(=O)OC(C)(C)C)[C@H:44]([O:56][Si:57]([CH:64]([CH3:66])[CH3:65])([CH:61]([CH3:63])[CH3:62])[CH:58]([CH3:60])[CH3:59])[CH2:43]1.C1(OC)C=CC=CC=1, predict the reaction product. The product is: [NH2:48][C@@H:45]1[CH2:46][CH2:47][N:42]([C:10]2[C:9]([Cl:8])=[C:14]([NH:15][C:16]3[N:21]=[C:20]([NH:22][CH:32]4[CH2:33][CH2:34]4)[C:19]4=[N:35][CH:36]=[C:37]([C:38]#[N:39])[N:18]4[N:17]=3)[CH:13]=[C:12]([C:40]#[N:41])[CH:11]=2)[CH2:43][C@H:44]1[O:56][Si:57]([CH:61]([CH3:63])[CH3:62])([CH:64]([CH3:66])[CH3:65])[CH:58]([CH3:59])[CH3:60]. (2) Given the reactants [CH:1]1([C:4]2[CH:17]=[CH:16][C:7]([O:8][CH2:9][C:10]3[O:15][CH2:14][CH2:13][CH2:12][CH:11]=3)=[CH:6][CH:5]=2)[CH2:3][CH2:2]1.B.[O:19]1CCCC1.[OH-].[Na+].OO, predict the reaction product. The product is: [CH:1]1([C:4]2[CH:17]=[CH:16][C:7]([O:8][CH2:9][CH:10]3[O:15][CH2:14][CH2:13][CH2:12][CH:11]3[OH:19])=[CH:6][CH:5]=2)[CH2:3][CH2:2]1. (3) Given the reactants [F:1][C:2]1[CH:3]=[C:4]2[C:9](=[C:10]([F:12])[CH:11]=1)[CH2:8][CH:7]([NH:13][CH:14]([CH2:18][CH2:19][CH3:20])[C:15]([OH:17])=O)[CH2:6][CH2:5]2.[NH2:21][C:22]1[N:23]=[CH:24][N:25]([CH:27]2[CH2:30][CH:29]([OH:31])[CH2:28]2)[CH:26]=1, predict the reaction product. The product is: [OH:31][CH:29]1[CH2:28][CH:27]([N:25]2[CH:26]=[C:22]([NH:21][C:15](=[O:17])[CH:14]([NH:13][CH:7]3[CH2:6][CH2:5][C:4]4[C:9](=[C:10]([F:12])[CH:11]=[C:2]([F:1])[CH:3]=4)[CH2:8]3)[CH2:18][CH2:19][CH3:20])[N:23]=[CH:24]2)[CH2:30]1.